From a dataset of Forward reaction prediction with 1.9M reactions from USPTO patents (1976-2016). Predict the product of the given reaction. Given the reactants [CH3:1][O:2][C:3]([C:5]1[S:28][C:8]2[N:9]=[CH:10][N:11]=[C:12]([NH:13][C:14]3[CH:19]=[CH:18][C:17]([F:20])=[CH:16][C:15]=3[O:21][C@H:22]3[CH2:26][CH2:25][C@H:24]([NH2:27])[CH2:23]3)[C:7]=2[C:6]=1[CH3:29])=[O:4].[C:30](O[C:30]([O:32][C:33]([CH3:36])([CH3:35])[CH3:34])=[O:31])([O:32][C:33]([CH3:36])([CH3:35])[CH3:34])=[O:31].C(N(CC)CC)C, predict the reaction product. The product is: [CH3:1][O:2][C:3]([C:5]1[S:28][C:8]2[N:9]=[CH:10][N:11]=[C:12]([NH:13][C:14]3[CH:19]=[CH:18][C:17]([F:20])=[CH:16][C:15]=3[O:21][C@H:22]3[CH2:26][CH2:25][C@H:24]([NH:27][C:30]([O:32][C:33]([CH3:36])([CH3:35])[CH3:34])=[O:31])[CH2:23]3)[C:7]=2[C:6]=1[CH3:29])=[O:4].